From a dataset of Catalyst prediction with 721,799 reactions and 888 catalyst types from USPTO. Predict which catalyst facilitates the given reaction. (1) The catalyst class is: 14. Reactant: [CH3:1][N:2]([C@H:37]1[CH2:41][CH2:40][N:39]([S:42]([CH3:45])(=[O:44])=[O:43])[CH2:38]1)[C:3]1[CH:8]=[CH:7][C:6]([NH:9][C:10]2[N:18]=[C:17]3[C:13]([N:14]=[CH:15][N:16]3C3CCCCO3)=[C:12]([O:25][C:26]3[CH:27]=[C:28]([NH:32][C:33](=[O:36])[CH:34]=[CH2:35])[CH:29]=[CH:30][CH:31]=3)[N:11]=2)=[CH:5][CH:4]=1.Cl. Product: [CH3:1][N:2]([C@H:37]1[CH2:41][CH2:40][N:39]([S:42]([CH3:45])(=[O:43])=[O:44])[CH2:38]1)[C:3]1[CH:8]=[CH:7][C:6]([NH:9][C:10]2[N:18]=[C:17]3[C:13]([N:14]=[CH:15][NH:16]3)=[C:12]([O:25][C:26]3[CH:27]=[C:28]([NH:32][C:33](=[O:36])[CH:34]=[CH2:35])[CH:29]=[CH:30][CH:31]=3)[N:11]=2)=[CH:5][CH:4]=1. (2) Reactant: [F:1][C:2]([F:18])([F:17])[CH:3]([OH:16])[CH2:4][NH:5][C:6](=[O:15])[O:7][CH2:8][C:9]1[CH:14]=[CH:13][CH:12]=[CH:11][CH:10]=1.C(N(CC)CC)C.[S:26](O[S:26]([C:29]([F:32])([F:31])[F:30])(=[O:28])=[O:27])([C:29]([F:32])([F:31])[F:30])(=[O:28])=[O:27]. Product: [F:30][C:29]([F:32])([F:31])[S:26]([O:16][CH:3]([CH2:4][NH:5][C:6]([O:7][CH2:8][C:9]1[CH:10]=[CH:11][CH:12]=[CH:13][CH:14]=1)=[O:15])[C:2]([F:17])([F:18])[F:1])(=[O:28])=[O:27]. The catalyst class is: 4. (3) Reactant: [OH:1][C:2]1[CH:11]=[CH:10][C:5]2[C:6](=[O:9])[CH2:7][O:8][C:4]=2[C:3]=1[CH2:12][N:13]1[CH2:18][CH2:17][N:16]([C:19]([O:21][C:22]([CH3:25])([CH3:24])[CH3:23])=[O:20])[CH2:15][CH2:14]1.[Cl:26][C:27]1[CH:28]=[C:29]2[C:33](=[CH:34][CH:35]=1)[NH:32][CH:31]=[C:30]2[CH:36]=O.N1CCCCC1. Product: [Cl:26][C:27]1[CH:28]=[C:29]2[C:33](=[CH:34][CH:35]=1)[NH:32][CH:31]=[C:30]2/[CH:36]=[C:7]1\[O:8][C:4]2[C:3]([CH2:12][N:13]3[CH2:14][CH2:15][N:16]([C:19]([O:21][C:22]([CH3:25])([CH3:24])[CH3:23])=[O:20])[CH2:17][CH2:18]3)=[C:2]([OH:1])[CH:11]=[CH:10][C:5]=2[C:6]\1=[O:9]. The catalyst class is: 5. (4) The catalyst class is: 9. Reactant: [CH3:1][C:2]1[CH:7]=[CH:6][C:5]([C:8]2[CH:13]=[C:12]([C:14](=[O:24])[NH:15][CH2:16][C:17]3[CH:18]=[N:19][C:20]([CH3:23])=[CH:21][CH:22]=3)[CH:11]=[C:10]([C:25](O)=[O:26])[CH:9]=2)=[CH:4][CH:3]=1.[CH3:28][NH:29][C@@H:30]1[CH2:34][CH2:33][NH:32][CH2:31]1.F[P-](F)(F)(F)(F)F.C[N+](C)=C(N(C)C)ON1C2N=CC=CC=2N=N1.C(N(CC)C(C)C)(C)C. Product: [CH3:28][N:29]([C@@H:30]1[CH2:34][CH2:33][NH:32][CH2:31]1)[C:25]([C:10]1[CH:9]=[C:8]([C:5]2[CH:6]=[CH:7][C:2]([CH3:1])=[CH:3][CH:4]=2)[CH:13]=[C:12]([C:14]([NH:15][CH2:16][C:17]2[CH:18]=[N:19][C:20]([CH3:23])=[CH:21][CH:22]=2)=[O:24])[CH:11]=1)=[O:26]. (5) Reactant: [CH:1]1[C:10]2[CH:9]=[CH:8][CH:7]=[C:6]([C:11]([O:13][CH3:14])=[O:12])[C:5]=2[CH:4]=[CH:3][N:2]=1.C1C=C(Cl)C=C(C(OO)=[O:23])C=1.C(=O)(O)[O-].[Na+]. Product: [CH3:14][O:13][C:11]([C:6]1[CH:7]=[CH:8][CH:9]=[C:10]2[C:5]=1[CH:4]=[CH:3][N+:2]([O-:23])=[CH:1]2)=[O:12]. The catalyst class is: 4. (6) Reactant: Br[C:2]1[CH:3]=[CH:4][C:5]([N:16]2[CH2:20][CH2:19][CH:18]([O:21][CH3:22])[CH2:17]2)=[C:6](/[CH:8]=[C:9](\[CH3:15])/[C:10]([O:12][CH2:13][CH3:14])=[O:11])[CH:7]=1.[CH2:23]([O:27][CH2:28][CH2:29][O:30][C:31]1[CH:36]=[CH:35][C:34](OB(O)O)=[CH:33][CH:32]=1)[CH2:24][CH2:25][CH3:26].C(=O)([O-])[O-].[K+].[K+]. Product: [CH2:23]([O:27][CH2:28][CH2:29][O:30][C:31]1[CH:32]=[CH:33][C:34]([C:2]2[CH:3]=[CH:4][C:5]([N:16]3[CH2:20][CH2:19][CH:18]([O:21][CH3:22])[CH2:17]3)=[C:6](/[CH:8]=[C:9](\[CH3:15])/[C:10]([O:12][CH2:13][CH3:14])=[O:11])[CH:7]=2)=[CH:35][CH:36]=1)[CH2:24][CH2:25][CH3:26]. The catalyst class is: 460. (7) Reactant: [NH2:1][C:2]([CH3:10])([CH3:9])[CH2:3][C:4]([O:6][CH2:7][CH3:8])=[O:5].C(=O)([O-])[O-].[K+].[K+].Cl[CH2:18][CH:19]1[CH2:21][O:20]1. Product: [OH:20][CH:19]1[CH2:21][N:1]([C:2]([CH3:10])([CH3:9])[CH2:3][C:4]([O:6][CH2:7][CH3:8])=[O:5])[CH2:18]1. The catalyst class is: 10. (8) Reactant: [CH3:1][O:2][C:3]1[CH:8]=[C:7]([CH3:9])[C:6]([S:10]([N:13]([CH2:15][C:16]2[N:20]=[C:19]([C:21](OCC)=[O:22])[O:18][N:17]=2)[CH3:14])(=[O:12])=[O:11])=[C:5]([CH3:26])[CH:4]=1.[CH3:27][N:28]([CH3:38])[CH2:29][CH2:30][CH2:31][N:32]1[CH2:37][CH2:36][NH:35][CH2:34][CH2:33]1.C[Al](C)C. Product: [NH3:13].[CH3:38][N:28]([CH3:27])[CH2:29][CH2:30][CH2:31][N:32]1[CH2:33][CH2:34][N:35]([C:21]([C:19]2[O:18][N:17]=[C:16]([CH2:15][N:13]([CH3:14])[S:10]([C:6]3[C:7]([CH3:9])=[CH:8][C:3]([O:2][CH3:1])=[CH:4][C:5]=3[CH3:26])(=[O:12])=[O:11])[N:20]=2)=[O:22])[CH2:36][CH2:37]1. The catalyst class is: 26. (9) Reactant: [CH3:1][CH:2]([C:4]([O:6][C:7]1[CH:8]=[CH:9][C:10]([CH2:29][OH:30])=[CH:11][C:12]=1[C@@H:13]([C:23]1[CH:24]=[CH:25][CH:26]=[CH:27][CH:28]=1)[CH2:14][CH2:15][N:16]([CH:20]([CH3:22])[CH3:21])[CH:17]([CH3:19])[CH3:18])=[O:5])[CH3:3].C(N(CC[C@@H](C1C=C(Br)C=CC=1OCC1C=CC=CC=1)C1C=CC=CC=1)C(C)C)(C)C.[C:62]([OH:69])(=[O:68])/[CH:63]=[CH:64]/[C:65]([OH:67])=[O:66].C(OC(C)C)(C)C. Product: [CH3:3][CH:2]([C:4]([O:6][C:7]1[CH:8]=[CH:9][C:10]([CH2:29][OH:30])=[CH:11][C:12]=1[C@@H:13]([C:23]1[CH:28]=[CH:27][CH:26]=[CH:25][CH:24]=1)[CH2:14][CH2:15][N:16]([CH:20]([CH3:21])[CH3:22])[CH:17]([CH3:18])[CH3:19])=[O:5])[CH3:1].[CH:63](/[C:62]([OH:69])=[O:68])=[CH:64]\[C:65]([OH:67])=[O:66]. The catalyst class is: 41. (10) Reactant: [C:1]([O:5][C:6]([N:8]1[CH2:13][CH2:12][N:11]([CH:14]=O)[CH:10](C([O-])=O)[CH2:9]1)=[O:7])([CH3:4])([CH3:3])[CH3:2].[Na+].S(Cl)(C1C=CC(C)=CC=1)(=O)=O.Cl[C:32](=[CH2:37])[C:33]([O:35][CH3:36])=[O:34].C(N(CC)CC)C. Product: [CH2:9]1[N:8]([C:6]([O:5][C:1]([CH3:3])([CH3:2])[CH3:4])=[O:7])[CH2:13][CH2:12][N:11]2[CH:14]=[CH:37][C:32]([C:33]([O:35][CH3:36])=[O:34])=[C:10]12. The catalyst class is: 68.